This data is from Reaction yield outcomes from USPTO patents with 853,638 reactions. The task is: Predict the reaction yield, written as a fraction of the theoretical maximum amount of product (1.0 means a 100% yield; for example, 0.34 means a 34% yield). (1) The reactants are C(O)(C(F)(F)F)=O.[CH3:8][C:9]1[CH:14]=[C:13]([CH3:15])[CH:12]=[C:11]([CH3:16])[C:10]=1[NH:17][C:18]([NH:20][C:21]1[C:22]([C:31]([NH:33][C@H:34]([C:43]([O:45]C(C)(C)C)=[O:44])[CH2:35][C:36]([O:38]C(C)(C)C)=[O:37])=[O:32])=[CH:23][C:24]2[C:29]([CH:30]=1)=[CH:28][CH:27]=[CH:26][CH:25]=2)=[O:19]. The catalyst is C(Cl)Cl. The product is [CH3:16][C:11]1[CH:12]=[C:13]([CH3:15])[CH:14]=[C:9]([CH3:8])[C:10]=1[NH:17][C:18]([NH:20][C:21]1[C:22]([C:31]([NH:33][C@H:34]([C:43]([OH:45])=[O:44])[CH2:35][C:36]([OH:38])=[O:37])=[O:32])=[CH:23][C:24]2[C:29]([CH:30]=1)=[CH:28][CH:27]=[CH:26][CH:25]=2)=[O:19]. The yield is 0.660. (2) The reactants are [OH:1][C:2]1[CH:7]=[CH:6][C:5]([N:8]2[CH2:12][CH2:11][CH2:10][C:9]2=[O:13])=[CH:4][CH:3]=1.[F:14][C:15]1[CH:16]=[C:17]([CH:20]=[CH:21][CH:22]=1)[CH2:18]Br.C(=O)([O-])[O-].[K+].[K+].O. The catalyst is CC(=O)CC.C(OCC)(=O)C. The product is [F:14][C:15]1[CH:16]=[C:17]([CH:20]=[CH:21][CH:22]=1)[CH2:18][O:1][C:2]1[CH:7]=[CH:6][C:5]([N:8]2[CH2:12][CH2:11][CH2:10][C:9]2=[O:13])=[CH:4][CH:3]=1. The yield is 0.880. (3) The reactants are O[C:2]1([C:23]2[CH:28]=[CH:27][CH:26]=[CH:25][CH:24]=2)[C:6]2[CH:7]=[C:8]([NH:13][C:14](=[O:20])[CH2:15][C:16]([CH3:19])([CH3:18])[CH3:17])[C:9]([CH3:12])=[C:10]([CH3:11])[C:5]=2[O:4][C:3]1([CH3:22])[CH3:21]. The catalyst is C(OCC)(=O)C.CCCCCC. The product is [CH3:21][C:3]1([CH3:22])[CH:2]([C:23]2[CH:24]=[CH:25][CH:26]=[CH:27][CH:28]=2)[C:6]2[CH:7]=[C:8]([NH:13][C:14](=[O:20])[CH2:15][C:16]([CH3:19])([CH3:18])[CH3:17])[C:9]([CH3:12])=[C:10]([CH3:11])[C:5]=2[O:4]1. The yield is 0.820. (4) The reactants are [CH:1]1([C@@H:5]([NH:7][S:8]([C:10]([CH3:13])([CH3:12])[CH3:11])=[O:9])[CH3:6])[CH2:4][CH2:3][CH2:2]1.[H-].[Na+].Br[CH2:17][C:18]#[CH:19]. The catalyst is CN(C=O)C. The product is [CH:1]1([C@@H:5]([N:7]([CH2:19][C:18]#[CH:17])[S:8]([C:10]([CH3:12])([CH3:11])[CH3:13])=[O:9])[CH3:6])[CH2:4][CH2:3][CH2:2]1. The yield is 0.840. (5) The reactants are Cl.Cl.[CH3:3][C@H:4]1[CH2:8][CH2:7][CH2:6][N:5]1[CH:9]1[CH2:14][CH2:13][NH:12][CH2:11][CH2:10]1.C([O-])([O-])=O.[K+].[K+].[F:21][C:22]1[CH:27]=[C:26](F)[CH:25]=[CH:24][C:23]=1[N+:29]([O-:31])=[O:30].O. The catalyst is CS(C)=O. The product is [F:21][C:22]1[CH:27]=[C:26]([N:12]2[CH2:13][CH2:14][CH:9]([N:5]3[CH2:6][CH2:7][CH2:8][C@@H:4]3[CH3:3])[CH2:10][CH2:11]2)[CH:25]=[CH:24][C:23]=1[N+:29]([O-:31])=[O:30]. The yield is 0.870. (6) The reactants are [CH2:1]([O:3][C:4]([C:6]1[N:7]([CH3:13])[C:8](Br)=[C:9]([CH3:11])[N:10]=1)=[O:5])[CH3:2].[O:14]([C:21]1[CH:26]=[CH:25][C:24](B(O)O)=[CH:23][CH:22]=1)[C:15]1[CH:20]=[CH:19][CH:18]=[CH:17][CH:16]=1.C([O-])([O-])=O.[Na+].[Na+].CN(C=O)C.O. The catalyst is C(Cl)Cl.C1C=CC([P]([Pd]([P](C2C=CC=CC=2)(C2C=CC=CC=2)C2C=CC=CC=2)([P](C2C=CC=CC=2)(C2C=CC=CC=2)C2C=CC=CC=2)[P](C2C=CC=CC=2)(C2C=CC=CC=2)C2C=CC=CC=2)(C2C=CC=CC=2)C2C=CC=CC=2)=CC=1. The product is [CH2:1]([O:3][C:4]([C:6]1[N:7]([CH3:13])[C:8]([C:16]2[CH:17]=[CH:18][CH:19]=[CH:20][C:15]=2[O:14][C:21]2[CH:22]=[CH:23][CH:24]=[CH:25][CH:26]=2)=[C:9]([CH3:11])[N:10]=1)=[O:5])[CH3:2]. The yield is 0.930. (7) The reactants are [CH3:1][O:2][C:3]1[C:4]([CH3:10])=[C:5]([CH:7]=[CH:8][CH:9]=1)[NH2:6].C[O:12][C:13]1C=CC=C(N)[CH:14]=1. No catalyst specified. The product is [NH2:6][C:5]1[C:4]([CH3:10])=[C:3]([O:2][CH3:1])[CH:9]=[CH:8][C:7]=1[C:13](=[O:12])[CH3:14]. The yield is 0.230. (8) The reactants are [CH3:1][O:2][C:3](=[O:39])[C:4]1[CH:9]=[CH:8][C:7]([CH2:10][CH:11]([C:27]2[CH:32]=[CH:31][C:30]([CH:33]=[CH:34][C:35]([CH3:38])([CH3:37])[CH3:36])=[CH:29][CH:28]=2)[C:12](N2[C@H](CC3C=CC=CC=3)COC2=O)=[O:13])=[CH:6][CH:5]=1.[OH:40]O.[Li+].[OH-]. The catalyst is C1COCC1.O. The product is [CH3:1][O:2][C:3](=[O:39])[C:4]1[CH:9]=[CH:8][C:7]([CH2:10][C@@H:11]([C:12]([OH:13])=[O:40])[C:27]2[CH:32]=[CH:31][C:30]([CH:33]=[CH:34][C:35]([CH3:38])([CH3:37])[CH3:36])=[CH:29][CH:28]=2)=[CH:6][CH:5]=1. The yield is 1.00. (9) The reactants are [NH2:1][CH2:2][CH2:3][CH2:4][CH2:5][NH:6][S:7]([C:10]1[CH:15]=[CH:14][C:13]([Cl:16])=[CH:12][C:11]=1[Cl:17])(=[O:9])=[O:8].[S:18]1[C:22]2[CH:23]=[CH:24][CH:25]=[CH:26][C:21]=2[CH:20]=[C:19]1[C:27]([NH:29][C@@H:30]([CH2:34][CH:35]([Cl:37])[Cl:36])[C:31](O)=[O:32])=[O:28].CN1CCOCC1.CCN=C=NCCCN(C)C.Cl. The catalyst is C(Cl)Cl.C1C=C2C(N(O)N=NC2=CC=1)=O. The product is [Cl:37][CH:35]([Cl:36])[CH2:34][C@H:30]([NH:29][C:27]([C:19]1[S:18][C:22]2[CH:23]=[CH:24][CH:25]=[CH:26][C:21]=2[CH:20]=1)=[O:28])[C:31]([NH:1][CH2:2][CH2:3][CH2:4][CH2:5][NH:6][S:7]([C:10]1[CH:15]=[CH:14][C:13]([Cl:16])=[CH:12][C:11]=1[Cl:17])(=[O:9])=[O:8])=[O:32]. The yield is 0.610. (10) The reactants are O=[C:2]1[CH2:7][CH2:6][N:5]([C:8]([O:10][C:11]([CH3:14])([CH3:13])[CH3:12])=[O:9])[CH2:4][CH2:3]1.[F:15][CH2:16][CH2:17][N:18]1[CH2:23][CH2:22][NH:21][CH2:20][CH2:19]1.CC(O)=O.C(O[BH-](OC(=O)C)OC(=O)C)(=O)C.[Na+].C([O-])(O)=O.[Na+]. The catalyst is ClCCCl. The product is [F:15][CH2:16][CH2:17][N:18]1[CH2:23][CH2:22][N:21]([CH:2]2[CH2:7][CH2:6][N:5]([C:8]([O:10][C:11]([CH3:14])([CH3:13])[CH3:12])=[O:9])[CH2:4][CH2:3]2)[CH2:20][CH2:19]1. The yield is 0.820.